This data is from Forward reaction prediction with 1.9M reactions from USPTO patents (1976-2016). The task is: Predict the product of the given reaction. (1) Given the reactants [CH2:1]1[C:11]2=[C:12]3[C:7](=[CH:8][CH:9]=[CH:10]2)[CH2:6][CH2:5][CH2:4][N:3]3[C:2]1=[O:13].[Br:14][CH2:15][CH2:16][CH2:17][CH2:18][CH2:19][C:20](Cl)=[O:21], predict the reaction product. The product is: [Br:14][CH2:15][CH2:16][CH2:17][CH2:18][CH2:19][C:20]([C:9]1[CH:8]=[C:7]2[C:12]3=[C:11]([CH2:1][C:2](=[O:13])[N:3]3[CH2:4][CH2:5][CH2:6]2)[CH:10]=1)=[O:21]. (2) Given the reactants [Si:1]([O:8][CH2:9][C:10]1[CH:15]=[C:14]([C:16]([O:18][CH3:19])=[O:17])[CH:13]=[C:12]([CH:20]=O)[N:11]=1)([C:4]([CH3:7])([CH3:6])[CH3:5])([CH3:3])[CH3:2].[F:22][C:23]1[CH:28]=[CH:27][C:26]([CH2:29][N:30]2[C:34]([CH3:35])=[N:33][N:32]=[C:31]2[CH2:36][NH2:37])=[CH:25][CH:24]=1, predict the reaction product. The product is: [Si:1]([O:8][CH2:9][C:10]1[CH:15]=[C:14]([C:16]([O:18][CH3:19])=[O:17])[CH:13]=[C:12]([CH2:20][NH:37][CH2:36][C:31]2[N:30]([CH2:29][C:26]3[CH:27]=[CH:28][C:23]([F:22])=[CH:24][CH:25]=3)[C:34]([CH3:35])=[N:33][N:32]=2)[N:11]=1)([C:4]([CH3:5])([CH3:6])[CH3:7])([CH3:2])[CH3:3]. (3) Given the reactants [NH2:1][C:2]1[CH:10]=[C:9]2[C:5]([C:6]([C:21]([NH:23][CH2:24][C:25]3[CH:30]=[CH:29][C:28]([F:31])=[C:27]([F:32])[CH:26]=3)=[O:22])=[C:7]([CH:18]([CH3:20])[CH3:19])[N:8]2[CH2:11][C:12]2[CH:17]=[CH:16][CH:15]=[CH:14][CH:13]=2)=[CH:4][C:3]=1[F:33].[C:34]1(=O)[CH2:38][CH2:37][CH2:36][CH2:35]1, predict the reaction product. The product is: [CH2:11]([N:8]1[C:9]2[C:5](=[CH:4][C:3]([F:33])=[C:2]([NH:1][CH:34]3[CH2:38][CH2:37][CH2:36][CH2:35]3)[CH:10]=2)[C:6]([C:21]([NH:23][CH2:24][C:25]2[CH:30]=[CH:29][C:28]([F:31])=[C:27]([F:32])[CH:26]=2)=[O:22])=[C:7]1[CH:18]([CH3:19])[CH3:20])[C:12]1[CH:17]=[CH:16][CH:15]=[CH:14][CH:13]=1. (4) Given the reactants Cl[C:2]1[C:7]([CH3:8])=[C:6]([Cl:9])[N:5]=[C:4]([C:10]2[CH:15]=[CH:14][CH:13]=[C:12]([O:16][CH2:17][O:18][CH3:19])[CH:11]=2)[N:3]=1.[CH3:20][C:21]1[C:25](B(O)O)=[C:24]([CH3:29])[O:23][N:22]=1.C([O-])([O-])=O.[Na+].[Na+], predict the reaction product. The product is: [Cl:9][C:6]1[N:5]=[C:4]([C:10]2[CH:15]=[CH:14][CH:13]=[C:12]([O:16][CH2:17][O:18][CH3:19])[CH:11]=2)[N:3]=[C:2]([C:25]2[C:21]([CH3:20])=[N:22][O:23][C:24]=2[CH3:29])[C:7]=1[CH3:8]. (5) The product is: [CH3:18][O:19][C:20]([C:22]1[C:26]2[N:27]=[CH:28][N:29]([CH2:32][C:33]([C:35]3[CH:40]=[CH:39][CH:38]=[C:37]([O:41][CH3:42])[CH:36]=3)=[O:34])[C:30](=[O:31])[C:25]=2[N:24]([CH2:10][C:11]2[CH:16]=[CH:15][CH:14]=[CH:13][CH:12]=2)[C:23]=1[Cl:43])=[O:21]. Given the reactants C(N(C(C)C)CC)(C)C.[CH2:10](Br)[C:11]1[CH:16]=[CH:15][CH:14]=[CH:13][CH:12]=1.[CH3:18][O:19][C:20]([C:22]1[C:26]2[N:27]=[CH:28][N:29]([CH2:32][C:33]([C:35]3[CH:40]=[CH:39][CH:38]=[C:37]([O:41][CH3:42])[CH:36]=3)=[O:34])[C:30](=[O:31])[C:25]=2[NH:24][C:23]=1[Cl:43])=[O:21], predict the reaction product. (6) Given the reactants [F-:1].C([N+](CCCC)(CCCC)CCCC)CCC.O1CCCC1.Br[CH2:25][C:26]1[C:37]([C:38]#[N:39])=[C:30]2[N:31]=[C:32]([CH:34]3[CH2:36][CH2:35]3)[O:33][C:29]2=[C:28]([F:40])[C:27]=1[C:41]1[CH:46]=[CH:45][CH:44]=[CH:43][CH:42]=1, predict the reaction product. The product is: [CH:34]1([C:32]2[O:33][C:29]3[C:30](=[C:37]([C:38]#[N:39])[C:26]([CH2:25][F:1])=[C:27]([C:41]4[CH:46]=[CH:45][CH:44]=[CH:43][CH:42]=4)[C:28]=3[F:40])[N:31]=2)[CH2:36][CH2:35]1. (7) Given the reactants [CH3:1][O:2][C:3]1[C:12]([O:13][CH3:14])=[C:11]([O:15][CH3:16])[CH:10]=[C:9]2[C:4]=1[CH:5]=[CH:6][C:7]([CH:17]=[CH:18][C:19]([C:21]1[CH:29]=[CH:28][C:24]([C:25](O)=[O:26])=[CH:23][CH:22]=1)=[O:20])=[N:8]2.C(N(C(C)C)C(C)C)C.O[N:40]1[C:44]2C=[CH:46][CH:47]=[CH:48][C:43]=2N=N1.[OH2:49].Cl.N1CCCCC1.C(N=C=NCCCN(C)C)C, predict the reaction product. The product is: [CH3:1][O:2][C:3]1[C:12]([O:13][CH3:14])=[C:11]([O:15][CH3:16])[CH:10]=[C:9]2[C:4]=1[CH:5]=[CH:6][C:7]([CH:17]=[CH:18][C:19]([C:21]1[CH:22]=[CH:23][C:24]([C:25]([N:40]3[CH2:46][CH2:47][C:48](=[O:49])[CH2:43][CH2:44]3)=[O:26])=[CH:28][CH:29]=1)=[O:20])=[N:8]2.